Task: Predict the reactants needed to synthesize the given product.. Dataset: Full USPTO retrosynthesis dataset with 1.9M reactions from patents (1976-2016) Given the product [ClH:29].[C@@H:14]1([CH2:13][NH:12][C:10]([N:2]2[CH2:1][C:9]3[CH:8]=[CH:7][N:6]=[CH:5][C:4]=3[CH2:3]2)=[O:11])[C:16]2([CH2:17][CH2:18][NH:19][CH2:20][CH2:21]2)[CH2:15]1, predict the reactants needed to synthesize it. The reactants are: [CH2:1]1[C:9]2[CH:8]=[CH:7][N:6]=[CH:5][C:4]=2[CH2:3][N:2]1[C:10]([NH:12][CH2:13][C@@H:14]1[C:16]2([CH2:21][CH2:20][N:19](C(OC(C)(C)C)=O)[CH2:18][CH2:17]2)[CH2:15]1)=[O:11].[ClH:29].